Dataset: Forward reaction prediction with 1.9M reactions from USPTO patents (1976-2016). Task: Predict the product of the given reaction. Given the reactants [Br:1][C:2]1[N:7]=[C:6]([F:8])[C:5]([OH:9])=[CH:4][CH:3]=1.C(N(CC)CC)C.Cl[Si:18]([CH:25]([CH3:27])[CH3:26])([CH:22]([CH3:24])[CH3:23])[CH:19]([CH3:21])[CH3:20], predict the reaction product. The product is: [Br:1][C:2]1[N:7]=[C:6]([F:8])[C:5]([O:9][Si:18]([CH:25]([CH3:27])[CH3:26])([CH:22]([CH3:24])[CH3:23])[CH:19]([CH3:21])[CH3:20])=[CH:4][CH:3]=1.